Dataset: Full USPTO retrosynthesis dataset with 1.9M reactions from patents (1976-2016). Task: Predict the reactants needed to synthesize the given product. (1) Given the product [NH2:1][C:2]([CH3:47])([CH3:48])[CH2:3][C:4]([N:6]([CH2:7][C:8]([NH2:92])([CH3:9])[CH3:13])[C@@H:14]([CH2:60][C:59]1[CH:62]=[CH:63][C:56]([O:49][C:50]2[CH:55]=[CH:54][CH:53]=[CH:52][CH:51]=2)=[CH:57][CH:58]=1)[C@H:15]1[C:20](=[O:21])[NH:19][CH:18]([CH2:22][C:23]2[CH:24]=[CH:25][C:30]([O:68][CH2:64][CH3:65])=[CH:31][CH:32]=2)[C:17](=[O:33])[NH:16]1)=[O:5], predict the reactants needed to synthesize it. The reactants are: [NH2:1][C:2]([CH3:48])([CH3:47])[CH2:3][C:4]([N:6]([CH2:14][C@H:15]1[C:20](=[O:21])[NH:19][C@@H:18]([CH2:22][C:23]2[CH:32]=[CH:31][C:30]3[C:25](=CC=CC=3)[CH:24]=2)[C:17](=[O:33])[N:16]1CC1C=CC(C2C=CC=CC=2)=CC=1)[CH2:7][CH:8]1[CH2:13]CNC[CH2:9]1)=[O:5].[O:49]([C:56]1[CH:63]=[CH:62][C:59]([CH:60]=O)=[CH:58][CH:57]=1)[C:50]1[CH:55]=[CH:54][CH:53]=[CH:52][CH:51]=1.[C:64]([O:68]C(N[C@@H](CC1C=CC(OCC)=CC=1)C(O)=O)=O)(C)(C)[CH3:65].C(OC(=O)[NH:92]C(C)(C)C=O)(C)(C)C. (2) Given the product [Cl:20][C:17]1[CH:18]=[CH:19][C:14]([C:5]2[N:6]=[C:7]3[CH:12]=[CH:11][C:10]([F:13])=[CH:9][N:8]3[C:4]=2[CH2:3][N:27]2[C:22]([CH3:21])=[CH:23][CH:24]=[CH:25][C:26]2=[O:28])=[CH:15][CH:16]=1, predict the reactants needed to synthesize it. The reactants are: Cl.Cl[CH2:3][C:4]1[N:8]2[CH:9]=[C:10]([F:13])[CH:11]=[CH:12][C:7]2=[N:6][C:5]=1[C:14]1[CH:19]=[CH:18][C:17]([Cl:20])=[CH:16][CH:15]=1.[CH3:21][C:22]1[NH:27][C:26](=[O:28])[CH:25]=[CH:24][CH:23]=1. (3) Given the product [CH2:22]([N:29]1[C:33]([CH3:34])=[CH:32][C:31]([NH:35][C:7]([C:4]2[CH:5]=[CH:6][N:1]=[N:2][CH:3]=2)=[O:9])=[N:30]1)[C:23]1[CH:24]=[CH:25][CH:26]=[CH:27][CH:28]=1, predict the reactants needed to synthesize it. The reactants are: [N:1]1[CH:6]=[CH:5][C:4]([C:7]([OH:9])=O)=[CH:3][N:2]=1.Cl.C(N=C=NCCCN(C)C)C.[CH2:22]([N:29]1[C:33]([CH3:34])=[CH:32][C:31]([NH2:35])=[N:30]1)[C:23]1[CH:28]=[CH:27][CH:26]=[CH:25][CH:24]=1. (4) Given the product [CH3:25][C:13]1[N:14]([CH2:21][C:22]([OH:24])=[O:23])[C:15]2[C:20]([C:12]=1[C:5]1[C:6]3[CH:11]=[CH:10][CH:9]=[CH:8][C:7]=3[S:2](=[O:1])(=[O:34])[N:3]([CH2:26][CH2:27][CH:28]([CH3:33])[CH3:29])[N:4]=1)=[CH:19][CH:18]=[CH:17][CH:16]=2, predict the reactants needed to synthesize it. The reactants are: [O:1]=[S:2]1(=[O:34])[C:7]2[CH:8]=[CH:9][CH:10]=[CH:11][C:6]=2[C:5]([C:12]2[C:20]3[C:15](=[CH:16][CH:17]=[CH:18][CH:19]=3)[N:14]([CH2:21][C:22]([OH:24])=[O:23])[C:13]=2[CH3:25])=[N:4][N:3]1[CH2:26][CH2:27][C:28]1[CH:33]=CC=C[CH:29]=1.BrCCC(C)C. (5) Given the product [CH3:1][N:2]1[CH:3]2[CH:4]([N:7]([C:10]3[CH:15]=[CH:14][C:13]([NH2:16])=[CH:12][CH:11]=3)[CH2:8][CH2:9]2)[CH2:5][CH2:6]1, predict the reactants needed to synthesize it. The reactants are: [CH3:1][N:2]1[CH2:6][CH2:5][CH:4]2[N:7]([C:10]3[CH:15]=[CH:14][C:13]([N+:16]([O-])=O)=[CH:12][CH:11]=3)[CH2:8][CH2:9][CH:3]12. (6) Given the product [O:6]1[C:7]2([CH2:12][CH2:11][C:10]([C:13]3[C:21]4[C:16](=[CH:17][CH:18]=[C:19]([C:22]#[N:23])[CH:20]=4)[N:15]([CH3:24])[CH:14]=3)=[CH:9][CH2:8]2)[O:3][CH2:4][CH2:5]1, predict the reactants needed to synthesize it. The reactants are: [H-].[Na+].[O:3]1[C:7]2([CH2:12][CH2:11][C:10]([C:13]3[C:21]4[C:16](=[CH:17][CH:18]=[C:19]([C:22]#[N:23])[CH:20]=4)[NH:15][CH:14]=3)=[CH:9][CH2:8]2)[O:6][CH2:5][CH2:4]1.[CH3:24]I.